Dataset: Full USPTO retrosynthesis dataset with 1.9M reactions from patents (1976-2016). Task: Predict the reactants needed to synthesize the given product. (1) Given the product [CH3:1][C:2]1[CH:3]=[C:4]([O:15][C:16]2[C:25]3[C:20](=[CH:21][C:22]([O:28][CH2:55][CH:52]([CH2:53][OH:54])[CH2:51][OH:50])=[C:23]([O:26][CH3:27])[CH:24]=3)[N:19]=[CH:18][CH:17]=2)[C:5]([C:9]2[CH:10]=[CH:11][CH:12]=[CH:13][CH:14]=2)=[N:6][C:7]=1[CH3:8], predict the reactants needed to synthesize it. The reactants are: [CH3:1][C:2]1[CH:3]=[C:4]([O:15][C:16]2[C:25]3[C:20](=[CH:21][C:22]([OH:28])=[C:23]([O:26][CH3:27])[CH:24]=3)[N:19]=[CH:18][CH:17]=2)[C:5]([C:9]2[CH:14]=[CH:13][CH:12]=[CH:11][CH:10]=2)=[N:6][C:7]=1[CH3:8].C1(P(C2C=CC=CC=2)C2C=CC=CC=2)C=CC=CC=1.CC1(C)[O:54][CH2:53][CH:52]([CH2:55]O)[CH2:51][O:50]1.S(=O)(=O)(O)O.[OH-].[Na+]. (2) The reactants are: [CH2:1]([CH:8]1[CH2:13][CH2:12][N:11]([C:14](=[O:18])[C:15]([OH:17])=O)[CH2:10][CH2:9]1)[C:2]1[CH:7]=[CH:6][CH:5]=[CH:4][CH:3]=1.[N+:19]([C:22]1[CH:28]=[CH:27][C:25]([NH2:26])=[CH:24][CH:23]=1)([O-:21])=[O:20]. Given the product [CH2:1]([CH:8]1[CH2:9][CH2:10][N:11]([C:14](=[O:18])[C:15]([NH:26][C:25]2[CH:27]=[CH:28][C:22]([N+:19]([O-:21])=[O:20])=[CH:23][CH:24]=2)=[O:17])[CH2:12][CH2:13]1)[C:2]1[CH:3]=[CH:4][CH:5]=[CH:6][CH:7]=1, predict the reactants needed to synthesize it. (3) Given the product [Br:28][C:29]1[CH:30]=[C:31]([C:42]2[CH:49]=[CH:48][C:45](/[CH:46]=[CH:2]/[C:3]3[CH:8]=[CH:7][CH:6]=[CH:5][CH:4]=3)=[CH:44][CH:43]=2)[S:32][C:33]=1[C:34]1[CH:35]=[CH:36][C:37]([O:40][CH3:41])=[CH:38][CH:39]=1, predict the reactants needed to synthesize it. The reactants are: [Br-].[CH2:2]([P+](C1C=CC=CC=1)(C1C=CC=CC=1)C1C=CC=CC=1)[C:3]1[CH:8]=[CH:7][CH:6]=[CH:5][CH:4]=1.[Br:28][C:29]1[CH:30]=[C:31]([C:42]2[CH:49]=[CH:48][C:45]([CH:46]=O)=[CH:44][CH:43]=2)[S:32][C:33]=1[C:34]1[CH:39]=[CH:38][C:37]([O:40][CH3:41])=[CH:36][CH:35]=1.CC([O-])(C)C.[K+].O.